Dataset: TCR-epitope binding with 47,182 pairs between 192 epitopes and 23,139 TCRs. Task: Binary Classification. Given a T-cell receptor sequence (or CDR3 region) and an epitope sequence, predict whether binding occurs between them. (1) The epitope is FLRGRAYGL. The TCR CDR3 sequence is CASSRFFPGQGDHAKNIQYF. Result: 1 (the TCR binds to the epitope). (2) The epitope is NLWNTFTRL. The TCR CDR3 sequence is CASSLSSDEHGYTF. Result: 0 (the TCR does not bind to the epitope).